This data is from Forward reaction prediction with 1.9M reactions from USPTO patents (1976-2016). The task is: Predict the product of the given reaction. (1) Given the reactants CC1(C)C(C)(C)OB([C:9]2[CH2:14][CH2:13][CH:12]([C:15]#[N:16])[CH2:11][CH:10]=2)O1.Br[C:19]1[CH:24]=[C:23]([F:25])[CH:22]=[CH:21][C:20]=1[N+:26]([O-:28])=[O:27].C([O-])([O-])=O.[K+].[K+], predict the reaction product. The product is: [F:25][C:23]1[CH:22]=[CH:21][C:20]([N+:26]([O-:28])=[O:27])=[C:19]([C:9]2[CH2:14][CH2:13][CH:12]([C:15]#[N:16])[CH2:11][CH:10]=2)[CH:24]=1. (2) Given the reactants CON(C)[C:4](=[O:13])[CH2:5][CH2:6][C:7]1[CH:12]=[CH:11][CH:10]=[CH:9][N:8]=1.[Br-].[Cl-].[Na+], predict the reaction product. The product is: [N:8]1[CH:9]=[CH:10][CH:11]=[CH:12][C:7]=1[CH2:6][CH2:5][C:4](=[O:13])[CH2:7][CH2:6][CH:5]=[CH2:4]. (3) Given the reactants [C:1]([O:5][C:6]([NH:8][C@@H:9]([C@H:18]([CH2:23][CH:24]=[CH2:25])[C:19]([O:21]C)=[O:20])[C:10]([N:12]1[CH2:16][CH2:15][C@H:14]([F:17])[CH2:13]1)=[O:11])=[O:7])([CH3:4])([CH3:3])[CH3:2].[OH-].[Li+], predict the reaction product. The product is: [C:1]([O:5][C:6]([NH:8][C@@H:9]([C@H:18]([CH2:23][CH:24]=[CH2:25])[C:19]([OH:21])=[O:20])[C:10]([N:12]1[CH2:16][CH2:15][C@H:14]([F:17])[CH2:13]1)=[O:11])=[O:7])([CH3:4])([CH3:3])[CH3:2]. (4) Given the reactants [F:1][C:2]1[CH:7]=[C:6](I)[CH:5]=[CH:4][N:3]=1.[Li]CCCC.[C:14]1(=[O:18])[CH2:17][CH2:16][CH2:15]1, predict the reaction product. The product is: [F:1][C:2]1[CH:7]=[C:6]([C:14]2([OH:18])[CH2:17][CH2:16][CH2:15]2)[CH:5]=[CH:4][N:3]=1. (5) Given the reactants [CH:1]([C:4]1[CH:8]=[N:7][N:6]([C:9]2[CH:14]=[CH:13][CH:12]=[CH:11][C:10]=2[O:15][C:16]([F:19])([F:18])[F:17])[C:5]=1[CH2:20][O:21][C:22]1[N:27]=[C:26]([CH3:28])[C:25]([NH2:29])=[CH:24][CH:23]=1)([CH3:3])[CH3:2].[CH3:30][O:31][C:32](=[O:41])[C:33]1[CH:38]=[CH:37][CH:36]=[C:35]([CH:39]=O)[CH:34]=1.[B][B][B][B][B][B][B][B][B][B].[CH2:52]=O, predict the reaction product. The product is: [CH3:30][O:31][C:32](=[O:41])[C:33]1[CH:38]=[CH:37][CH:36]=[C:35]([CH2:39][N:29]([C:25]2[C:26]([CH3:28])=[N:27][C:22]([O:21][CH2:20][C:5]3[N:6]([C:9]4[CH:14]=[CH:13][CH:12]=[CH:11][C:10]=4[O:15][C:16]([F:19])([F:17])[F:18])[N:7]=[CH:8][C:4]=3[CH:1]([CH3:3])[CH3:2])=[CH:23][CH:24]=2)[CH3:52])[CH:34]=1. (6) Given the reactants C[O:2][C:3]([C:5]1[C:14]2[C:9](=[CH:10][CH:11]=[C:12]([O:16][CH3:17])[C:13]=2[F:15])[N:8]=[CH:7][C:6]=1[O:18]C(=O)C)=O.[H-].[Al+3].[Li+].[H-].[H-].[H-], predict the reaction product. The product is: [F:15][C:13]1[C:12]([O:16][CH3:17])=[CH:11][CH:10]=[C:9]2[C:14]=1[C:5]([CH2:3][OH:2])=[C:6]([OH:18])[CH:7]=[N:8]2.